From a dataset of Full USPTO retrosynthesis dataset with 1.9M reactions from patents (1976-2016). Predict the reactants needed to synthesize the given product. (1) The reactants are: [BH4-].[Na+].[Br-].[CH2:4]([N+:11]1[CH:16]=[CH:15][C:14]([CH3:17])=[C:13]([NH:18][C:19]([O:21][CH3:22])=[O:20])[CH:12]=1)[C:5]1[CH:10]=[CH:9][CH:8]=[CH:7][CH:6]=1.O. Given the product [CH2:4]([N:11]1[CH2:16][CH2:15][C:14]([CH3:17])=[C:13]([NH:18][C:19](=[O:20])[O:21][CH3:22])[CH2:12]1)[C:5]1[CH:6]=[CH:7][CH:8]=[CH:9][CH:10]=1, predict the reactants needed to synthesize it. (2) Given the product [C:16]([NH:1][C:2]1[C:11]2[CH2:10][CH2:9][CH2:8][CH2:7][C:6]=2[CH:5]=[CH:4][C:3]=1[N+:12]([O-:15])=[O:13])(=[O:18])[CH3:17], predict the reactants needed to synthesize it. The reactants are: [NH2:1][C:2]1[C:11]2[CH2:10][CH2:9][CH2:8][CH2:7][C:6]=2[CH:5]=[CH:4][CH:3]=1.[N+:12]([O-:15])(O)=[O:13].[C:16](OC(=O)C)(=[O:18])[CH3:17]. (3) The reactants are: [F:1][C:2]1[CH:3]=[C:4]([CH:30]=[C:31]([F:33])[CH:32]=1)[CH2:5][C@H:6]([NH:22][C:23](=[O:29])[CH2:24][CH2:25][C:26]([OH:28])=[O:27])[C@H:7]([OH:21])[CH2:8][NH:9][C:10]1([C:13]2[CH:18]=[CH:17][CH:16]=[C:15]([CH2:19][CH3:20])[CH:14]=2)[CH2:12][CH2:11]1.[CH2:34](Cl)[CH2:35]Cl.[CH:38]1[CH:39]=C[C:41]2[N:46](O)N=[N:44][C:42]=2[CH:43]=1. Given the product [N:46]12[CH2:35][CH2:34][CH:43]([CH2:38][CH2:39]1)[C@@H:42]([NH:44][C:26](=[O:28])[CH2:25][CH2:24][C:23]([NH:22][C@@H:6]([CH2:5][C:4]1[CH:30]=[C:31]([F:33])[CH:32]=[C:2]([F:1])[CH:3]=1)[C@H:7]([OH:21])[CH2:8][NH:9][C:10]1([C:13]3[CH:18]=[CH:17][CH:16]=[C:15]([CH2:19][CH3:20])[CH:14]=3)[CH2:12][CH2:11]1)=[O:29])[CH2:41]2.[CH:26]([OH:28])=[O:27], predict the reactants needed to synthesize it. (4) Given the product [Br:26][C:23]1[CH:24]=[CH:25][C:20]2[O:19][C:18]3[CH:27]=[CH:28][C:15]([N:12]4[C:11]5[CH:10]=[CH:9][CH:8]=[CH:7][C:6]=5[C:5]5[C:13]4=[CH:1][CH:2]=[CH:3][CH:4]=5)=[CH:16][C:17]=3[C:21]=2[CH:22]=1, predict the reactants needed to synthesize it. The reactants are: [CH:1]1[C:13]2[NH:12][C:11]3[C:6](=[CH:7][CH:8]=[CH:9][CH:10]=3)[C:5]=2[CH:4]=[CH:3][CH:2]=1.Br[C:15]1[CH:28]=[CH:27][C:18]2[O:19][C:20]3[CH:25]=[CH:24][C:23]([Br:26])=[CH:22][C:21]=3[C:17]=2[CH:16]=1.C(=O)([O-])[O-].[K+].[K+].C1OCCOCCOCCOCCOCCOC1.